Predict the reactants needed to synthesize the given product. From a dataset of Retrosynthesis with 50K atom-mapped reactions and 10 reaction types from USPTO. (1) Given the product O=C(CCN1CCOCC1)c1ccccc1[N+](=O)[O-], predict the reactants needed to synthesize it. The reactants are: C1COCCN1.C=O.CC(=O)c1ccccc1[N+](=O)[O-]. (2) Given the product O=S1CCN(c2nc(N3CCNCC3)nc3c(SCc4cccc5ccccc45)ncnc23)CC1, predict the reactants needed to synthesize it. The reactants are: C1CNCCN1.O=S1CCN(c2nc(Cl)nc3c(SCc4cccc5ccccc45)ncnc23)CC1.